Dataset: Reaction yield outcomes from USPTO patents with 853,638 reactions. Task: Predict the reaction yield, written as a fraction of the theoretical maximum amount of product (1.0 means a 100% yield; for example, 0.34 means a 34% yield). (1) The reactants are C([N:14]1[CH2:17][CH:16]([CH2:18][O:19][C:20]2[CH:25]=[CH:24][C:23]([C:26]3([CH2:32][N:33]4[CH2:38][CH2:37][O:36][CH2:35][CH2:34]4)[CH2:31][CH2:30][O:29][CH2:28][CH2:27]3)=[CH:22][CH:21]=2)[CH2:15]1)(C1C=CC=CC=1)C1C=CC=CC=1.Cl.C(=O)([O-])[O-].[Na+].[Na+]. The catalyst is C(O)C.[OH-].[OH-].[Pd+2]. The product is [NH:14]1[CH2:15][CH:16]([CH2:18][O:19][C:20]2[CH:25]=[CH:24][C:23]([C:26]3([CH2:32][N:33]4[CH2:34][CH2:35][O:36][CH2:37][CH2:38]4)[CH2:31][CH2:30][O:29][CH2:28][CH2:27]3)=[CH:22][CH:21]=2)[CH2:17]1. The yield is 0.310. (2) The reactants are Br[C:2]1[N:7]=[C:6]([C:8](=[N:10][C:11]2[C:16]([CH3:17])=[CH:15][C:14]([CH3:18])=[CH:13][C:12]=2[Cl:19])[CH3:9])[CH:5]=[CH:4][CH:3]=1.C([Li])CCC.CN(C)[C:27](=[O:29])[CH3:28].[Cl-].[NH4+]. The catalyst is C(OCC)C.CCCCCC. The product is [Cl:19][C:12]1[CH:13]=[C:14]([CH3:18])[CH:15]=[C:16]([CH3:17])[C:11]=1[N:10]=[C:8]([C:6]1[N:7]=[C:2]([C:27](=[O:29])[CH3:28])[CH:3]=[CH:4][CH:5]=1)[CH3:9]. The yield is 0.470. (3) The reactants are [CH3:1][O:2][C:3]([C:5]1[CH:6]2[NH:12][CH:9]([CH2:10][CH:11]=1)[CH2:8][CH2:7]2)=[O:4].[C:13]([C:15]1[C:24]2[C:19](=[CH:20][CH:21]=[CH:22][CH:23]=2)[C:18](F)=[CH:17][CH:16]=1)#[N:14]. The catalyst is N1C=CC=CC=1. The product is [CH3:1][O:2][C:3]([C:5]1[CH:6]2[N:12]([C:18]3[C:19]4[C:24](=[CH:23][CH:22]=[CH:21][CH:20]=4)[C:15]([C:13]#[N:14])=[CH:16][CH:17]=3)[CH:9]([CH2:10][CH:11]=1)[CH2:8][CH2:7]2)=[O:4]. The yield is 0.0600. (4) The reactants are [CH:1]([P:3](=[O:17])([CH:15]=[CH2:16])[C:4]1[CH:9]=[CH:8][C:7]([N+:10]([O-:12])=[O:11])=[C:6]([O:13][CH3:14])[CH:5]=1)=[CH2:2].[CH2:18]([NH2:25])[C:19]1[CH:24]=[CH:23][CH:22]=[CH:21][CH:20]=1. The catalyst is C1COCC1. The product is [CH2:18]([N:25]1[CH2:16][CH2:15][P:3](=[O:17])([C:4]2[CH:9]=[CH:8][C:7]([N+:10]([O-:12])=[O:11])=[C:6]([O:13][CH3:14])[CH:5]=2)[CH2:1][CH2:2]1)[C:19]1[CH:24]=[CH:23][CH:22]=[CH:21][CH:20]=1. The yield is 0.660. (5) The reactants are Br[C:2]1[CH:7]=[CH:6][C:5]([S:8]([NH:11][C:12]([CH3:15])([CH3:14])[CH3:13])(=[O:10])=[O:9])=[C:4]([O:16][C:17]([F:20])([F:19])[F:18])[CH:3]=1.[C:21]([C:23]1[N:27]([CH3:28])[C:26](B(O)O)=[CH:25][CH:24]=1)#[N:22].[F-].[K+].C(P(C(C)(C)C)C(C)(C)C)(C)(C)C. The catalyst is C1C=CC(/C=C/C(/C=C/C2C=CC=CC=2)=O)=CC=1.C1C=CC(/C=C/C(/C=C/C2C=CC=CC=2)=O)=CC=1.C1C=CC(/C=C/C(/C=C/C2C=CC=CC=2)=O)=CC=1.[Pd].[Pd]. The product is [C:12]([NH:11][S:8]([C:5]1[CH:6]=[CH:7][C:2]([C:26]2[N:27]([CH3:28])[C:23]([C:21]#[N:22])=[CH:24][CH:25]=2)=[CH:3][C:4]=1[O:16][C:17]([F:20])([F:19])[F:18])(=[O:10])=[O:9])([CH3:15])([CH3:14])[CH3:13]. The yield is 0.190. (6) The reactants are [CH2:1]([O:8][C@H:9]([C@@H:26]([O:29][CH2:30][C:31]1[CH:36]=[CH:35][CH:34]=[CH:33][CH:32]=1)[CH:27]=[O:28])[CH2:10][O:11][CH2:12][C@H:13]([NH:18][C:19]([O:21][C:22]([CH3:25])([CH3:24])[CH3:23])=[O:20])[C:14]([O:16][CH3:17])=[O:15])[C:2]1[CH:7]=[CH:6][CH:5]=[CH:4][CH:3]=1.[CH3:37][Mg]Br.C(OCC)C. The catalyst is C(Cl)Cl. The product is [CH2:1]([O:8][C@H:9]([C@@H:26]([O:29][CH2:30][C:31]1[CH:32]=[CH:33][CH:34]=[CH:35][CH:36]=1)[C@H:27]([OH:28])[CH3:37])[CH2:10][O:11][CH2:12][C@H:13]([NH:18][C:19]([O:21][C:22]([CH3:24])([CH3:25])[CH3:23])=[O:20])[C:14]([O:16][CH3:17])=[O:15])[C:2]1[CH:7]=[CH:6][CH:5]=[CH:4][CH:3]=1. The yield is 0.470.